Dataset: Full USPTO retrosynthesis dataset with 1.9M reactions from patents (1976-2016). Task: Predict the reactants needed to synthesize the given product. (1) Given the product [Cl:1][C:2]1[CH:3]=[CH:4][C:5]([C@H:8]2[N:15]3[C:11]([S:12][C:13]([C:19]([N:21]4[C@H:28]([CH3:29])[CH2:27][CH2:26][C@H:22]4[C:23]([N:42]4[CH2:43][CH2:44][N:39]([CH3:38])[C@H:40]([CH3:45])[CH2:41]4)=[O:24])=[O:20])=[C:14]3[CH:16]([CH3:18])[CH3:17])=[N:10][C@:9]2([C:31]2[CH:32]=[CH:33][C:34]([Cl:37])=[CH:35][CH:36]=2)[CH3:30])=[CH:6][CH:7]=1, predict the reactants needed to synthesize it. The reactants are: [Cl:1][C:2]1[CH:7]=[CH:6][C:5]([C@H:8]2[N:15]3[C:11]([S:12][C:13]([C:19]([N:21]4[C@H:28]([CH3:29])[CH2:27][CH2:26][C@H:22]4[C:23](O)=[O:24])=[O:20])=[C:14]3[CH:16]([CH3:18])[CH3:17])=[N:10][C@:9]2([C:31]2[CH:36]=[CH:35][C:34]([Cl:37])=[CH:33][CH:32]=2)[CH3:30])=[CH:4][CH:3]=1.[CH3:38][N:39]1[CH2:44][CH2:43][NH:42][CH2:41][C@H:40]1[CH3:45]. (2) Given the product [ClH:19].[F:1][C:2]1[C:7]([C:8]2[C:9](=[O:16])[NH:10][C:11](=[O:14])[NH:12][CH:13]=2)=[CH:6][C:5]([CH3:18])=[CH:4][N:3]=1, predict the reactants needed to synthesize it. The reactants are: [F:1][C:2]1[C:7]([C:8]2[C:9]([O:16]C)=[N:10][C:11]([O:14]C)=[N:12][CH:13]=2)=[CH:6][C:5]([CH3:18])=[CH:4][N:3]=1.[ClH:19]. (3) Given the product [CH3:41][C@@H:40]([NH:42][C:43](=[O:49])[O:44][C:45]([CH3:48])([CH3:47])[CH3:46])[C:39]#[CH:38], predict the reactants needed to synthesize it. The reactants are: C1C=CC(P(C2C=CC=CC=2)C2C=CC=CC=2)=CC=1.C(Br)(Br)(Br)Br.O=C[C@H](NC(=O)OC(C)(C)C)C.Br[C:38](Br)=[CH:39][C@H:40]([NH:42][C:43](=[O:49])[O:44][C:45]([CH3:48])([CH3:47])[CH3:46])[CH3:41].[Li]CCCC. (4) Given the product [CH3:18][O:17][C:14]1[CH:15]=[CH:16][C:11]([CH2:10][N:8]2[CH:9]=[C:5]([C:3]3[N:29]=[C:27]([NH:26][C:22]4[N:21]=[C:20]([CH3:19])[CH:25]=[CH:24][N:23]=4)[S:28][CH:2]=3)[CH:6]=[N:7]2)=[CH:12][CH:13]=1, predict the reactants needed to synthesize it. The reactants are: Br[CH2:2][C:3]([C:5]1[CH:6]=[N:7][N:8]([CH2:10][C:11]2[CH:16]=[CH:15][C:14]([O:17][CH3:18])=[CH:13][CH:12]=2)[CH:9]=1)=O.[CH3:19][C:20]1[CH:25]=[CH:24][N:23]=[C:22]([NH:26][C:27]([NH2:29])=[S:28])[N:21]=1.